From a dataset of Full USPTO retrosynthesis dataset with 1.9M reactions from patents (1976-2016). Predict the reactants needed to synthesize the given product. (1) The reactants are: [CH2:1]([O:8][C:9]1[C:14]([F:15])=[CH:13][C:12]([C:16]2[O:17][C:18]3[CH:24]=[C:23]([O:25][CH2:26][C@@H:27]([NH:29][C:30](=[O:32])[CH3:31])[CH3:28])[CH:22]=[CH:21][C:19]=3[N:20]=2)=[CH:11][C:10]=1[F:33])[C:2]1C=CC=CC=1.BrCC#[N:37]. Given the product [C:2]([CH2:1][O:8][C:9]1[C:10]([F:33])=[CH:11][C:12]([C:16]2[O:17][C:18]3[CH:24]=[C:23]([O:25][CH2:26][C@@H:27]([NH:29][C:30](=[O:32])[CH3:31])[CH3:28])[CH:22]=[CH:21][C:19]=3[N:20]=2)=[CH:13][C:14]=1[F:15])#[N:37], predict the reactants needed to synthesize it. (2) The reactants are: Cl[C:2]1[N:3]=[C:4]([N:21]2[CH2:26][CH2:25][O:24][CH2:23][CH2:22]2)[C:5]2[CH:10]=[C:9]([CH2:11][N:12]([CH3:20])[CH:13]3[CH2:18][CH2:17][N:16]([CH3:19])[CH2:15][CH2:14]3)[S:8][C:6]=2[N:7]=1.C([O-])([O-])=O.[Na+].[Na+].CC1(C)C(C)(C)OB([C:41]2[C:42]([C:48]([F:51])([F:50])[F:49])=[N:43][C:44]([NH2:47])=[N:45][CH:46]=2)O1. Given the product [CH3:20][N:12]([CH2:11][C:9]1[S:8][C:6]2[N:7]=[C:2]([C:41]3[C:42]([C:48]([F:51])([F:50])[F:49])=[N:43][C:44]([NH2:47])=[N:45][CH:46]=3)[N:3]=[C:4]([N:21]3[CH2:26][CH2:25][O:24][CH2:23][CH2:22]3)[C:5]=2[CH:10]=1)[CH:13]1[CH2:18][CH2:17][N:16]([CH3:19])[CH2:15][CH2:14]1, predict the reactants needed to synthesize it. (3) Given the product [CH3:15][N:16]([CH3:17])[C:10]([C:3]1[C:4]2[C:9](=[CH:8][CH:7]=[CH:6][CH:5]=2)[NH:1][N:2]=1)=[O:12], predict the reactants needed to synthesize it. The reactants are: [NH:1]1[C:9]2[C:4](=[CH:5][CH:6]=[CH:7][CH:8]=2)[C:3]([C:10]([OH:12])=O)=[N:2]1.C(C1NC=CN=1)([C:15]1[NH:16][CH:17]=CN=1)=O.Cl.CNC.O. (4) Given the product [ClH:1].[C:2]([CH2:5][NH:6][C:7](=[O:8])[CH2:9][C@H:10]1[CH2:21][CH2:20][C:19]2[S:18][C:17]3[N:16]=[CH:15][N:14]=[C:13]([O:22][CH:23]4[CH2:24][CH2:25][CH:26]([NH:29][CH3:30])[CH2:27][CH2:28]4)[C:12]=3[C:11]1=2)(=[O:4])[NH2:3], predict the reactants needed to synthesize it. The reactants are: [ClH:1].[C:2]([CH2:5][NH:6][C:7]([CH2:9][C@H:10]1[CH2:21][CH2:20][C:19]2[S:18][C:17]3[N:16]=[CH:15][N:14]=[C:13]([O:22][CH:23]4[CH2:28][CH2:27][CH:26]([N:29](C)[C:30](=O)OC(C)(C)C)[CH2:25][CH2:24]4)[C:12]=3[C:11]1=2)=[O:8])(=[O:4])[NH2:3]. (5) Given the product [C:66]([O:70][C:71]([N:73]1[CH2:82][CH2:81][C:80]2[C:75](=[CH:76][C:77]([O:85][CH3:86])=[C:78]([O:83][CH3:84])[CH:79]=2)[CH:74]1[CH2:87][C:88]1[CH:89]=[CH:90][C:91]([C:94]2[C:95]([O:100][CH3:101])=[N:96][CH:97]=[CH:98][CH:99]=2)=[CH:92][CH:93]=1)=[O:72])([CH3:68])([CH3:69])[CH3:67].[ClH:102].[CH3:84][O:83][C:78]1[CH:79]=[C:80]2[C:75](=[CH:76][C:77]=1[O:85][CH3:86])[CH:74]([CH2:87][C:88]1[CH:89]=[CH:90][C:91]([C:94]3[C:95]([O:100][CH3:101])=[N:96][CH:97]=[CH:98][CH:99]=3)=[CH:92][CH:93]=1)[NH:73][CH2:82][CH2:81]2, predict the reactants needed to synthesize it. The reactants are: C(OC(N1CCC2C(=CC(OC)=C(OC)C=2)C1CC1C=CC(Br)=CC=1)=O)(C)(C)C.COC1C(B(O)O)=CC=CN=1.C1(P(C2C=CC=CC=2)C2C=CC=CC=2)C=CC=CC=1.C([O-])([O-])=O.[Na+].[Na+].[C:66]([O:70][C:71]([N:73]1[CH2:82][CH2:81][C:80]2[C:75](=[CH:76][C:77]([O:85][CH3:86])=[C:78]([O:83][CH3:84])[CH:79]=2)[CH:74]1[CH2:87][C:88]1[CH:93]=[CH:92][C:91]([C:94]2[C:95]([O:100][CH3:101])=[N:96][CH:97]=[CH:98][CH:99]=2)=[CH:90][CH:89]=1)=[O:72])([CH3:69])([CH3:68])[CH3:67].[ClH:102]. (6) Given the product [C:12]([C:14]1[CH:21]=[CH:20][C:17]([CH2:18][CH:2]([C:3]([O:5][CH2:6][CH3:7])=[O:4])[C:1]([O:9][CH2:10][CH3:11])=[O:8])=[CH:16][CH:15]=1)#[N:13], predict the reactants needed to synthesize it. The reactants are: [C:1]([O:9][CH2:10][CH3:11])(=[O:8])[CH2:2][C:3]([O:5][CH2:6][CH3:7])=[O:4].[C:12]([C:14]1[CH:21]=[CH:20][C:17]([CH2:18]Br)=[CH:16][CH:15]=1)#[N:13]. (7) Given the product [NH2:13][C:3]1[CH:4]=[C:5]([NH:8][S:9]([CH3:12])(=[O:11])=[O:10])[CH:6]=[CH:7][C:2]=1[NH2:1], predict the reactants needed to synthesize it. The reactants are: [NH2:1][C:2]1[CH:7]=[CH:6][C:5]([NH:8][S:9]([CH3:12])(=[O:11])=[O:10])=[CH:4][C:3]=1[N+:13]([O-])=O.[BH4-].[Na+].[NH4+].[Cl-]. (8) Given the product [C:1]([S:5][C:6]1[CH:11]=[CH:10][C:9]([C:12]2[CH:17]=[CH:16][C:15]([C:18]3[C:23]([C:24]4[C:29]([F:30])=[C:28]([F:31])[C:27]([F:32])=[C:26]([F:33])[C:25]=4[F:34])=[C:22]([F:35])[C:21]([F:36])=[C:20]([F:37])[C:19]=3[F:38])=[CH:14][CH:13]=2)=[CH:8][CH:7]=1)(=[O:40])[CH3:2], predict the reactants needed to synthesize it. The reactants are: [C:1]([S:5][C:6]1[CH:11]=[CH:10][C:9]([C:12]2[CH:17]=[CH:16][C:15]([C:18]3[C:23]([C:24]4[C:29]([F:30])=[C:28]([F:31])[C:27]([F:32])=[C:26]([F:33])[C:25]=4[F:34])=[C:22]([F:35])[C:21]([F:36])=[C:20]([F:37])[C:19]=3[F:38])=[CH:14][CH:13]=2)=[CH:8][CH:7]=1)(C)(C)[CH3:2].C[OH:40]. (9) Given the product [Cl:27][C:28]1[CH:29]=[C:30]([C:6](=[O:8])[CH2:5][C:4]([O:3][CH2:1][CH3:2])=[O:9])[CH:34]=[CH:35][C:36]=1[F:37], predict the reactants needed to synthesize it. The reactants are: [CH2:1]([O:3][C:4](=[O:9])[CH2:5][C:6]([O-:8])=O)[CH3:2].N1C=CC=CC=1C1C=CC=CN=1.[Li]CCCC.[Cl:27][C:28]1[CH:29]=[C:30]([CH:34]=[CH:35][C:36]=1[F:37])C(Cl)=O.